From a dataset of Drug-target binding data from BindingDB using IC50 measurements. Regression. Given a target protein amino acid sequence and a drug SMILES string, predict the binding affinity score between them. We predict pIC50 (pIC50 = -log10(IC50 in M); higher means more potent). Dataset: bindingdb_ic50. (1) The drug is CCCCCCCCCCn1cc(CN[C@H]2[C@H](O)[C@@H](O)[C@H](O)[C@@H](O)[C@@H]2O)nn1. The target protein (Q653V7) has sequence MMGSPPAPPARRLGALAVFLLALFLAAPWGVDCGYNVASVAGSKNRLRARLELAGGGGGAAPELGPDVRRLSLTASLETDSRLHVRITDADHPRWEVPQDVIPRPSPDSFLAATRPGGGRVLSTATSDLTFAIHTSPFRFTVTRRSTGDVLFDTTPNLVFKDRYLELTSSLPPPGRASLYGLGEQTKRTFRLQRNDTFTLWNSDIAAGNVDLNLYGSHPFYMDVRSGGGGGGGAAHGVLLLNSNGMDVIYGGSYVTYKVIGGVLDFYFFAGPSPLAVVDQYTQLIGRPAPMPYWSFGFHQCRYGYKNVADLEGVVAGYAKARIPLEVMWTDIDYMDAYKDFTLDPVNFPADRMRPFVDRLHRNGQKFVVIIDPGINVNTTYGTFVRGMKQDIFLKWNGSNYLGVVWPGNVYFPDFLNPRAAEFWAREIAAFRRTLPVDGLWVDMNEISNFVDPPPLNAIDDPPYRINNSGVRRPINNKTVPASAVHYGGVAEYDAHNLFG.... The pIC50 is 4.0. (2) The drug is CC[C@@H](CO)Nc1ccc2ncc(-c3cccc(C(=O)N[C@H](CC)CO)c3)n2n1. The target protein (P22518) has sequence MRHSKRTYCPDWDERDWDYGTWRSSSSHKRKKRSHSSAREQKRCRYDHSKTTDSYYLESRSINEKAYHSRRYVDEYRNDYMGYEPGHPYGEPGSRYQMHSSKSSGRSGRSSYKSKHRSRHHTSQHHSHGKSHRRKRSRSVEDDEEGHLICQSGDVLSARYEIVDTLGEGAFGKVVECIDHKVGGRRVAVKIVKNVDRYCEAAQSEIQVLEHLNTTDPHSTFRCVQMLEWFEHRGHICIVFELLGLSTYDFIKENSFLPFRMDHIRKMAYQICKSVNFLHSNKLTHTDLKPENILFVKSDYTEAYNPKMKRDERTIVNPDIKVVDFGSATYDDEHHSTLVSTRHYRAPEVILALGWSQPCDVWSIGCILIEYYLGFTVFPTHDSREHLAMMERILGPLPKHMIQKTRKRRYFHHDRLDWDEHSSAGRYVSRRCKPLKEFMLSQDAEHELLFDLIGKMLEYDPAKRITLKEALKHPFFYPLKKHT. The pIC50 is 6.0. (3) The small molecule is CNC(=O)NC(N)=NCCC[C@H](NC(=O)[C@@H](C)NC(=O)[C@H](CC(=O)O)NC(C)=O)C(=O)O. The target protein (P11797) has sequence MSTRKAVIGYYFIPTNQINNYTETDTSVVPFPVSNITPAKAKQLTHINFSFLDINSNLECAWDPATNDAKARDVVNRLTALKAHNPSLRIMFSIGGWYYSNDLGVSHANYVNAVKTPAARTKFAQSCVRIMKDYGFDGVDIDWEYPQAAEVDGFIAALQEIRTLLNQQTIADGRQALPYQLTIAGAGGAFFLSRYYSKLAQIVAPLDYINLMTYDLAGPWEKITNHQAALFGDAAGPTFYNALREANLGWSWEELTRAFPSPFSLTVDAAVQQHLMMEGVPSAKIVMGVPFYGRAFKGVSGGNGGQYSSHSTPGEDPYPNADYWLVGCDECVRDKDPRIASYRQLEQMLQGNYGYQRLWNDKTKTPYLYHAQNGLFVTYDDAESFKYKAKYIKQQQLGGVMFWHLGQDNRNGDLLAALDRYFNAADYDDSQLDMGTGLRYTGVGPGNLPIMTAPAYVPGTTYAQGALVSYQGYVWQTKWGYITSAPGSDSAWLKVGRLA. The pIC50 is 4.0. (4) The target protein (P11440) has sequence MEDYIKIEKIGEGTYGVVYKGRHRVTGQIVAMKKIRLESEEEGVPSTAIREISLLKELRHPNIVSLQDVLMQDSRLYLIFEFLSMDLKKYLDSIPPGQFMDSSLVKSYLHQILQGIVFCHSRRVLHRDLKPQNLLIDDKGTIKLADFGLARAFGIPIRVYTHEVVTLWYRSPEVLLGSARYSTPVDIWSIGTIFAELATKKPLFHGDSEIDQLFRIFRALGTPNNEVWPEVESLQDYKNTFPKWKPGSLASHVKNLDENGLDLLSKMLVYDPAKRISGKMALKHPYFDDLDNQIKKM. The pIC50 is 5.7. The drug is CN(C)CCCn1nc(C2=C(c3cn(-c4cccc5ccccc45)c4ccccc34)C(=O)NC2=O)c2ccccc21. (5) The small molecule is COc1ccc(Nc2nc(N)nc(CN(C)C3CCCCC3)n2)cc1. The target is TRQARRNRRRRWRERQR. The pIC50 is 4.1. (6) The compound is N[C@@H](Cc1ccc(O)c(I)c1)C(=O)O. The target protein (P04177) has sequence MPTPSAPSPQPKGFRRAVSEQDAKQAEAVTSPRFIGRRQSLIEDARKEREAAAAAAAAAVASSEPGNPLEAVVFEERDGNAVLNLLFSLRGTKPSSLSRAVKVFETFEAKIHHLETRPAQRPLAGSPHLEYFVRFEVPSGDLAALLSSVRRVSDDVRSAREDKVPWFPRKVSELDKCHHLVTKFDPDLDLDHPGFSDQVYRQRRKLIAEIAFQYKHGEPIPHVEYTAEEIATWKEVYVTLKGLYATHACREHLEGFQLLERYCGYREDSIPQLEDVSRFLKERTGFQLRPVAGLLSARDFLASLAFRVFQCTQYIRHASSPMHSPEPDCCHELLGHVPMLADRTFAQFSQDIGLASLGASDEEIEKLSTVYWFTVEFGLCKQNGELKAYGAGLLSSYGELLHSLSEEPEVRAFDPDTAAVQPYQDQTYQPVYFVSESFNDAKDKLRNYASRIQRPFSVKFDPYTLAIDVLDSPHTIQRSLEGVQDELHTLAHALSAIS. The pIC50 is 8.8. (7) The small molecule is O=C1Nc2ccc(Br)cc2C1=C1Nc2ccccc2C1=O. The target protein (P21583) has sequence MKKTQTWILTCIYLQLLLFNPLVKTEGICRNRVTNNVKDVTKLVANLPKDYMITLKYVPGMDVLPSHCWISEMVVQLSDSLTDLLDKFSNISEGLSNYSIIDKLVNIVDDLVECVKENSSKDLKKSFKSPEPRLFTPEEFFRIFNRSIDAFKDFVVASETSDCVVSSTLSPEKDSRVSVTKPFMLPPVAASSLRNDSSSSNRKAKNPPGDSSLHWAAMALPALFSLIIGFAFGALYWKKRQPSLTRAVENIQINEEDNEISMLQEKEREFQEV. The pIC50 is 5.0.